This data is from Forward reaction prediction with 1.9M reactions from USPTO patents (1976-2016). The task is: Predict the product of the given reaction. (1) Given the reactants [CH2:1]([O:3][C:4]1[C:13]2[C:8](=[CH:9][CH:10]=[C:11](/[CH:14]=[C:15]3/[C:16](=[O:22])[N:17]=[C:18](SC)[S:19]/3)[CH:12]=2)[N:7]=[CH:6][C:5]=1[C:23]#[N:24])[CH3:2].[F:25][C:26]1[CH:27]=[C:28]([CH2:32][CH2:33][NH2:34])[CH:29]=[CH:30][CH:31]=1.C(N(C(C)C)CC)(C)C, predict the reaction product. The product is: [CH2:1]([O:3][C:4]1[C:13]2[C:8](=[CH:9][CH:10]=[C:11](/[CH:14]=[C:15]3/[C:16](=[O:22])[N:17]=[C:18]([NH:34][CH2:33][CH2:32][C:28]4[CH:29]=[CH:30][CH:31]=[C:26]([F:25])[CH:27]=4)[S:19]/3)[CH:12]=2)[N:7]=[CH:6][C:5]=1[C:23]#[N:24])[CH3:2]. (2) The product is: [CH2:11]([N:8]1[C:6]2=[N:7][C:2]([C:26]3[CH:25]=[C:24]4[C:29](=[CH:28][CH:27]=3)[NH:30][CH:22]=[CH:23]4)=[N:3][C:4]([N:13]3[CH2:19][CH:18]4[O:20][CH:15]([CH2:16][CH2:17]4)[CH2:14]3)=[C:5]2[CH:10]=[N:9]1)[CH3:12]. Given the reactants Cl[C:2]1[N:7]=[C:6]2[N:8]([CH2:11][CH3:12])[N:9]=[CH:10][C:5]2=[C:4]([N:13]2[CH2:19][CH:18]3[O:20][CH:15]([CH2:16][CH2:17]3)[CH2:14]2)[N:3]=1.B(O)(O)[C:22]1[NH:30][C:29]2[C:24](=[CH:25][CH:26]=[CH:27][CH:28]=2)[CH:23]=1.Cl, predict the reaction product. (3) Given the reactants [C:1]([O:5][C:6](=[O:21])[NH:7][CH:8]([C:10]1[CH:15]=[C:14]([Cl:16])[C:13]([CH3:17])=[C:12](Br)[C:11]=1[O:19][CH3:20])[CH3:9])([CH3:4])([CH3:3])[CH3:2].C([O-])(=O)C.[K+].[CH3:27][C:28]1([CH3:44])[C:32]([CH3:34])([CH3:33])[O:31][B:30]([B:30]2[O:31][C:32]([CH3:34])([CH3:33])[C:28]([CH3:44])([CH3:27])[O:29]2)[O:29]1.CS(C)=O.ClCCl, predict the reaction product. The product is: [Cl:16][C:14]1[C:13]([CH3:17])=[C:12]([B:30]2[O:31][C:32]([CH3:34])([CH3:33])[C:28]([CH3:44])([CH3:27])[O:29]2)[C:11]([O:19][CH3:20])=[C:10]([CH:8]([NH:7][C:6](=[O:21])[O:5][C:1]([CH3:4])([CH3:3])[CH3:2])[CH3:9])[CH:15]=1. (4) Given the reactants Br[CH2:2][C:3]#[N:4].[Cl:5][C:6]1[CH:7]=[C:8]([NH:13][C:14]2[C:23]3[C:18](=[CH:19][C:20]([OH:26])=[C:21]([O:24][CH3:25])[CH:22]=3)[N:17]=[CH:16][N:15]=2)[CH:9]=[CH:10][C:11]=1[Cl:12].C(=O)([O-])[O-].[K+].[K+], predict the reaction product. The product is: [Cl:5][C:6]1[CH:7]=[C:8]([NH:13][C:14]2[C:23]3[C:18](=[CH:19][C:20]([O:26][CH2:2][C:3]#[N:4])=[C:21]([O:24][CH3:25])[CH:22]=3)[N:17]=[CH:16][N:15]=2)[CH:9]=[CH:10][C:11]=1[Cl:12]. (5) Given the reactants Br[C:2]1[C:7]([C:8]([F:11])([F:10])[F:9])=[CH:6][C:5]([NH:12][C:13]2[N:17]=[C:16]([NH2:18])[NH:15][N:14]=2)=[CH:4][C:3]=1[Cl:19].CN1C(C)(C)CC(SC2C=CC(B3OC(C)(C)C(C)(C)O3)=CC=2)CC1(C)C.[OH:47][CH:48]1[CH2:51][CH:50]([NH:52][S:53]([C:56]2[CH:61]=[CH:60][C:59](B3OC(C)(C)C(C)(C)O3)=[CH:58][CH:57]=2)(=[O:55])=[O:54])[CH2:49]1.C([O-])([O-])=O.[K+].[K+], predict the reaction product. The product is: [NH2:18][C:16]1[NH:15][N:14]=[C:13]([NH:12][C:5]2[CH:6]=[C:7]([C:8]([F:11])([F:10])[F:9])[C:2]([C:59]3[CH:60]=[CH:61][C:56]([S:53]([NH:52][CH:50]4[CH2:49][CH:48]([OH:47])[CH2:51]4)(=[O:55])=[O:54])=[CH:57][CH:58]=3)=[C:3]([Cl:19])[CH:4]=2)[N:17]=1. (6) The product is: [S:1]([C:5]1[CH:11]=[CH:10][C:8]([CH3:9])=[CH:7][CH:6]=1)([O-:4])(=[O:3])=[O:2].[CH3:12][O:47][S:46]([C:50]1[CH:56]=[CH:55][C:53]([CH3:54])=[CH:52][CH:51]=1)(=[O:49])=[O:48]. Given the reactants [S:1]([C:5]1[CH:11]=[CH:10][C:8]([CH3:9])=[CH:7][CH:6]=1)([OH:4])(=[O:3])=[O:2].[CH3:12][C@H]1CN(C2C=CC(OC(F)(F)F)=CC=2)C[C@@H](C)N1S(C1C=CC=C2C=1C[C@@H](C(O)=O)C2)(=O)=O.[S:46]([C:50]1[CH:56]=[CH:55][C:53]([CH3:54])=[CH:52][CH:51]=1)([O-:49])(=[O:48])=[O:47], predict the reaction product. (7) Given the reactants [CH:1]([O:4][C:5]([C:7]1[CH:8]=[C:9]([C:21]#[CH:22])[CH:10]=[C:11]2[C:16]=1[O:15][C:14]([CH3:18])([CH3:17])[CH2:13][C:12]2([CH3:20])[CH3:19])=[O:6])([CH3:3])[CH3:2].[CH3:23][O:24][C:25](=[O:34])[CH2:26][C:27]1[CH:32]=[CH:31][C:30](I)=[CH:29][CH:28]=1.C(N(CC)CC)C.C(OCC)(=O)C, predict the reaction product. The product is: [CH:1]([O:4][C:5]([C:7]1[CH:8]=[C:9]([C:21]#[C:22][C:30]2[CH:31]=[CH:32][C:27]([CH2:26][C:25]([O:24][CH3:23])=[O:34])=[CH:28][CH:29]=2)[CH:10]=[C:11]2[C:16]=1[O:15][C:14]([CH3:18])([CH3:17])[CH2:13][C:12]2([CH3:20])[CH3:19])=[O:6])([CH3:3])[CH3:2]. (8) Given the reactants [C:1]([O:5][C:6]([N:8]1[CH2:13][CH2:12][CH:11]([C:14]2[CH:19]=[C:18]([O:20][CH:21]([CH3:23])[CH3:22])[C:17]([NH2:24])=[CH:16][C:15]=2[CH3:25])[CH2:10][CH2:9]1)=[O:7])([CH3:4])([CH3:3])[CH3:2].Cl[C:27]1[N:32]=[C:31]([NH:33][C:34]2[CH:39]=[CH:38][CH:37]=[CH:36][C:35]=2[S:40]([CH:43]([CH3:45])[CH3:44])(=[O:42])=[O:41])[C:30]([Cl:46])=[CH:29][N:28]=1.CC1(C)C2C(=C(P(C3C=CC=CC=3)C3C=CC=CC=3)C=CC=2)OC2C(P(C3C=CC=CC=3)C3C=CC=CC=3)=CC=CC1=2.C([O-])([O-])=O.[Cs+].[Cs+], predict the reaction product. The product is: [C:1]([O:5][C:6]([N:8]1[CH2:9][CH2:10][CH:11]([C:14]2[CH:19]=[C:18]([O:20][CH:21]([CH3:22])[CH3:23])[C:17]([NH:24][C:27]3[N:32]=[C:31]([NH:33][C:34]4[CH:39]=[CH:38][CH:37]=[CH:36][C:35]=4[S:40]([CH:43]([CH3:44])[CH3:45])(=[O:42])=[O:41])[C:30]([Cl:46])=[CH:29][N:28]=3)=[CH:16][C:15]=2[CH3:25])[CH2:12][CH2:13]1)=[O:7])([CH3:3])([CH3:4])[CH3:2]. (9) Given the reactants Cl.[CH2:2]([O:4][C:5]([CH2:7][N:8]1[CH2:13][C:12]2[CH:14]=[C:15](/[CH:18]=[CH:19]/[C:20]([OH:22])=O)[CH:16]=[N:17][C:11]=2[NH:10][C:9]1=[O:23])=[O:6])[CH3:3].Cl.CN1CC2C=C(/C=C/C(O)=O)C=NC=2NC(=O)C1.[CH3:43][NH:44][CH2:45][C:46]1[S:50][C:49]2[CH:51]=[CH:52][CH:53]=[CH:54][C:48]=2[C:47]=1[CH3:55].CNCC1C=CC2C(=CC=CC=2)C=1CCC, predict the reaction product. The product is: [CH2:2]([O:4][C:5](=[O:6])[CH2:7][N:8]1[CH2:13][C:12]2[CH:14]=[C:15](/[CH:18]=[CH:19]/[C:20](=[O:22])[N:44]([CH3:43])[CH2:45][C:46]3[S:50][C:49]4[CH:51]=[CH:52][CH:53]=[CH:54][C:48]=4[C:47]=3[CH3:55])[CH:16]=[N:17][C:11]=2[NH:10][C:9]1=[O:23])[CH3:3].